The task is: Predict the product of the given reaction.. This data is from Forward reaction prediction with 1.9M reactions from USPTO patents (1976-2016). (1) Given the reactants [F:1][C:2]1[CH:7]=[CH:6][C:5]([CH2:8][C:9](=[O:11])[CH3:10])=[CH:4][CH:3]=1.CO[CH:14](OC)[N:15]([CH3:17])[CH3:16], predict the reaction product. The product is: [CH3:14][N:15]([CH3:17])[CH:16]=[C:8]([C:5]1[CH:4]=[CH:3][C:2]([F:1])=[CH:7][CH:6]=1)[C:9](=[O:11])[CH3:10]. (2) Given the reactants [CH2:1]([O:8][C:9]([N:11]1[CH2:16][CH2:15][N:14]([C:17]([C:19]([NH:22][C:23]([CH2:25]/[CH:26]=[CH:27]/[C:28]2[CH:33]=[CH:32][C:31]([C:34]#[C:35][C:36]3[CH:44]=[CH:43][CH:42]=[C:41]4[C:37]=3[C:38]([O:45][C@@H:46]3[O:72][C@H:71]([CH2:73][O:74][C:75](=[O:80])[C:76]([CH3:79])([CH3:78])[CH3:77])[C@@H:63]([O:64][C:65](=[O:70])[C:66]([CH3:69])([CH3:68])[CH3:67])[C@H:55]([O:56][C:57](=[O:62])[C:58]([CH3:61])([CH3:60])[CH3:59])[C@H:47]3[O:48][C:49](=[O:54])[C:50]([CH3:53])([CH3:52])[CH3:51])=[N:39][NH:40]4)=[CH:30][CH:29]=2)=[O:24])([CH3:21])[CH3:20])=[O:18])[CH2:13][CH2:12]1)=[O:10])[C:2]1[CH:7]=[CH:6][CH:5]=[CH:4][CH:3]=1.Br[CH2:82][C:83]([NH2:85])=[O:84].C(=O)([O-])[O-].[Cs+].[Cs+].[I-].[Na+], predict the reaction product. The product is: [CH2:1]([O:8][C:9]([N:11]1[CH2:16][CH2:15][N:14]([C:17]([C:19]([NH:22][C:23]([CH2:25]/[CH:26]=[CH:27]/[C:28]2[CH:29]=[CH:30][C:31]([C:34]#[C:35][C:36]3[CH:44]=[CH:43][CH:42]=[C:41]4[C:37]=3[C:38]([O:45][C@@H:46]3[O:72][C@H:71]([CH2:73][O:74][C:75](=[O:80])[C:76]([CH3:79])([CH3:78])[CH3:77])[C@@H:63]([O:64][C:65](=[O:70])[C:66]([CH3:69])([CH3:68])[CH3:67])[C@H:55]([O:56][C:57](=[O:62])[C:58]([CH3:59])([CH3:60])[CH3:61])[C@H:47]3[O:48][C:49](=[O:54])[C:50]([CH3:53])([CH3:52])[CH3:51])=[N:39][N:40]4[CH2:82][C:83](=[O:84])[NH2:85])=[CH:32][CH:33]=2)=[O:24])([CH3:20])[CH3:21])=[O:18])[CH2:13][CH2:12]1)=[O:10])[C:2]1[CH:3]=[CH:4][CH:5]=[CH:6][CH:7]=1. (3) Given the reactants [CH2:1]([O:8][C:9]1[CH:10]=[CH:11][C:12]([OH:18])=[C:13]([C:15](=O)[CH3:16])[CH:14]=1)[C:2]1[CH:7]=[CH:6][CH:5]=[CH:4][CH:3]=1.[C:19](=O)([O-])[O-].[K+].[K+].BrC[C:27](=[O:30])[CH2:28][CH3:29], predict the reaction product. The product is: [CH2:1]([O:8][C:9]1[CH:10]=[CH:11][C:12]2[O:18][C:16]([C:27](=[O:30])[CH2:28][CH3:29])=[C:15]([CH3:19])[C:13]=2[CH:14]=1)[C:2]1[CH:7]=[CH:6][CH:5]=[CH:4][CH:3]=1.